Dataset: Forward reaction prediction with 1.9M reactions from USPTO patents (1976-2016). Task: Predict the product of the given reaction. (1) The product is: [F:13][C:8]1[CH:9]=[CH:10][CH:11]=[C:12]2[C:7]=1[NH:6][C:4](=[O:5])[CH2:3][CH2:2]2. Given the reactants Cl[CH2:2][CH2:3][C:4]([NH:6][C:7]1[CH:12]=[CH:11][CH:10]=[CH:9][C:8]=1[F:13])=[O:5].[Cl-].[Cl-].[Cl-].[Al+3], predict the reaction product. (2) Given the reactants C([C@@H]([C@H](C(O)=O)O)O)(O)=O.[CH:11]1([C@@H:17]2[C:26]3[C:21](=[CH:22][CH:23]=[CH:24][CH:25]=3)[CH2:20][CH2:19][NH:18]2)[CH2:16][CH2:15][CH2:14][CH2:13][CH2:12]1.C(=O)(O)[O-].[Na+].[Cl:32][CH2:33][C:34](Cl)=[O:35], predict the reaction product. The product is: [Cl:32][CH2:33][C:34]([N:18]1[CH2:19][CH2:20][C:21]2[C:26](=[CH:25][CH:24]=[CH:23][CH:22]=2)[C@H:17]1[CH:11]1[CH2:12][CH2:13][CH2:14][CH2:15][CH2:16]1)=[O:35]. (3) Given the reactants [ClH:1].Cl[C:3]1[CH:8]=[CH:7][CH:6]=[CH:5][C:4]=1[CH:9]([N:13]1[CH2:18][CH2:17][N:16]([CH3:19])[CH2:15][CH2:14]1)[C:10]([OH:12])=O.CN(C(O[N:28]1[N:36]=NC2C=CC=CC1=2)=[N+](C)C)C.[B-](F)(F)(F)F.CN1C2C=[CH:52][C:53]([Cl:55])=[CH:54][C:49]=2[C:48](C2C=CC=CC=2)=NCC1=O.[CH2:62]([Cl:64])Cl, predict the reaction product. The product is: [Cl:1][C:6]1[CH:5]=[C:4]([CH:9]([N:13]2[CH2:18][CH2:17][N:16]([CH3:19])[CH2:15][CH2:14]2)[C:10]([NH:36][NH:28][C:49]2[CH:54]=[C:53]([Cl:55])[CH:52]=[C:62]([Cl:64])[CH:48]=2)=[O:12])[CH:3]=[CH:8][CH:7]=1. (4) The product is: [Cl:3][C:7]1[CH:12]=[CH:11][N:10]=[C:9]([NH:13][C:14]2[CH:21]=[CH:20][C:17]([C:18]#[N:19])=[CH:16][CH:15]=2)[N:8]=1. Given the reactants P(Cl)(Cl)([Cl:3])=O.O[C:7]1[CH:12]=[CH:11][N:10]=[C:9]([NH:13][C:14]2[CH:21]=[CH:20][C:17]([C:18]#[N:19])=[CH:16][CH:15]=2)[N:8]=1, predict the reaction product. (5) Given the reactants [CH2:1]([O:3][C:4]1[CH:11]=[CH:10][C:9]([OH:12])=[CH:8][C:5]=1[C:6]#[N:7])[CH3:2].C(=O)([O-])[O-].[K+].[K+].[CH2:19](Br)[CH:20]=[CH2:21], predict the reaction product. The product is: [CH2:21]([O:12][C:9]1[CH:10]=[CH:11][C:4]([O:3][CH2:1][CH3:2])=[C:5]([CH:8]=1)[C:6]#[N:7])[CH:20]=[CH2:19].